This data is from Full USPTO retrosynthesis dataset with 1.9M reactions from patents (1976-2016). The task is: Predict the reactants needed to synthesize the given product. (1) The reactants are: [N:1]1[CH:6]=[CH:5][C:4]([C:7]([OH:9])=O)=[CH:3][CH:2]=1.N1(O)C2C=CC=CC=2N=N1.C1(N=C=N)CCCCC1.[NH:29]1[CH2:34][CH2:33][CH:32]([C:35]2[S:36][C:37]3[CH2:43][CH2:42][N:41](C(=O)C(F)(F)F)[CH2:40][CH2:39][C:38]=3[N:50]=2)[CH2:31][CH2:30]1.C(=O)([O-])[O-].[K+].[K+]. Given the product [N:1]1[CH:2]=[CH:3][C:4]([C:7]([N:29]2[CH2:30][CH2:31][CH:32]([C:35]3[S:36][C:37]4[CH2:43][CH2:42][NH:41][CH2:40][CH2:39][C:38]=4[N:50]=3)[CH2:33][CH2:34]2)=[O:9])=[CH:5][CH:6]=1, predict the reactants needed to synthesize it. (2) Given the product [OH:28][C@@H:27]1[CH2:26][O:25][C@@H:24]2[C@H:20]([O:19][C:17]3[NH:18][C:13]4[C:14]([N:16]=3)=[N:15][C:10]([C:7]3[CH:8]=[CH:9][C:4]([C:36]5[CH:37]=[CH:38][C:33]([C:30](=[O:32])[CH3:31])=[CH:34][CH:35]=5)=[CH:5][CH:6]=3)=[C:11]([Cl:29])[CH:12]=4)[CH2:21][O:22][C@H:23]12, predict the reactants needed to synthesize it. The reactants are: [Li+].[OH-].Br[C:4]1[CH:9]=[CH:8][C:7]([C:10]2[N:15]=[C:14]3[N:16]=[C:17]([O:19][C@H:20]4[C@H:24]5[O:25][CH2:26][C@@H:27]([OH:28])[C@H:23]5[O:22][CH2:21]4)[NH:18][C:13]3=[CH:12][C:11]=2[Cl:29])=[CH:6][CH:5]=1.[C:30]([C:33]1[CH:38]=[CH:37][C:36](B(O)O)=[CH:35][CH:34]=1)(=[O:32])[CH3:31]. (3) Given the product [CH2:25]([N:8]([CH2:1][C:2]1[CH:3]=[CH:4][CH:5]=[CH:6][CH:7]=1)[C@@H:9]1[CH2:10][CH2:11][C@H:40]([C:36]([OH:37])([CH3:32])[CH3:35])[CH2:39][CH2:38]1)[C:26]1[CH:31]=[CH:30][CH:29]=[CH:28][CH:27]=1, predict the reactants needed to synthesize it. The reactants are: [CH2:1]([N:8]([CH2:25][C:26]1[CH:31]=[CH:30][CH:29]=[CH:28][CH:27]=1)[C@@H:9]1CC[C@H](C(OCC2C=CC=CC=2)=O)[CH2:11][CH2:10]1)[C:2]1[CH:7]=[CH:6][CH:5]=[CH:4][CH:3]=1.[CH3:32][Mg]Br.[CH3:35][CH:36]1[CH2:40][CH2:39][CH2:38][O:37]1.